From a dataset of Full USPTO retrosynthesis dataset with 1.9M reactions from patents (1976-2016). Predict the reactants needed to synthesize the given product. (1) Given the product [CH:7]([O:10][C:11](=[O:21])[C:12]1[C:17]([O:4][CH:1]([CH3:3])[CH3:2])=[CH:16][C:15]([Cl:19])=[N:14][C:13]=1[CH3:20])([CH3:9])[CH3:8], predict the reactants needed to synthesize it. The reactants are: [CH:1]([OH:4])([CH3:3])[CH3:2].[H-].[Na+].[CH:7]([O:10][C:11](=[O:21])[C:12]1[C:17](Cl)=[CH:16][C:15]([Cl:19])=[N:14][C:13]=1[CH3:20])([CH3:9])[CH3:8]. (2) Given the product [CH2:1]([C:3]1[CH:4]=[CH:5][C:6]([C:9]2[N:10]([CH2:19]/[CH:20]=[CH:21]/[C:22]([OH:24])=[O:23])[C:11](=[O:18])[C:12]([CH:15]([CH3:17])[CH3:16])([CH3:14])[N:13]=2)=[N:7][CH:8]=1)[CH3:2], predict the reactants needed to synthesize it. The reactants are: [CH2:1]([C:3]1[CH:4]=[CH:5][C:6]([C:9]2[N:10]([CH2:19]/[CH:20]=[CH:21]/[C:22]([O:24]CC)=[O:23])[C:11](=[O:18])[C:12]([CH:15]([CH3:17])[CH3:16])([CH3:14])[N:13]=2)=[N:7][CH:8]=1)[CH3:2].O1CCCC1.O.[OH-].[Na+].